This data is from Catalyst prediction with 721,799 reactions and 888 catalyst types from USPTO. The task is: Predict which catalyst facilitates the given reaction. (1) Reactant: [CH3:1][C:2]1[C:3]([CH2:9][NH:10][C@H:11]2[C:20]3[N:19]=[CH:18][CH:17]=[CH:16][C:15]=3[CH2:14][CH2:13][CH2:12]2)=[N:4][CH:5]=[C:6]([CH3:8])[CH:7]=1.[CH3:21][O:22][C:23](=[O:34])[C:24]1[CH:29]=[C:28]([C:30]#[N:31])[CH:27]=[CH:26][C:25]=1[CH2:32]Br.C([O-])([O-])=O.[K+].[K+]. Product: [CH3:21][O:22][C:23](=[O:34])[C:24]1[CH:29]=[C:28]([C:30]#[N:31])[CH:27]=[CH:26][C:25]=1[CH2:32][N:10]([CH2:9][C:3]1[C:2]([CH3:1])=[CH:7][C:6]([CH3:8])=[CH:5][N:4]=1)[CH:11]1[C:20]2[N:19]=[CH:18][CH:17]=[CH:16][C:15]=2[CH2:14][CH2:13][CH2:12]1. The catalyst class is: 23. (2) Reactant: C([O:14][C:15]1[C:24]2[N:23]=[CH:22][CH:21]=[CH:20][C:19]=2C(C(O)=O)=[C:17]2[CH2:28][N:29]([CH2:32][C:33]3[CH:38]=[CH:37][C:36]([F:39])=[CH:35][CH:34]=3)[C:30](=[O:31])[C:16]=12)(C1C=CC=CC=1)C1C=CC=CC=1.C(NCC)C.[CH:45]([N:48]([CH:51]([CH3:53])C)[CH2:49][CH3:50])([CH3:47])C.F[P-](F)(F)(F)(F)F.N1([O:70]C(N(C)C)=[N+](C)C)C2N=CC=CC=2N=N1. Product: [CH2:51]([N:48]([CH2:49][CH3:50])[C:45]([C:47]1[C:19]2[CH:20]=[CH:21][CH:22]=[N:23][C:24]=2[C:15]([OH:14])=[C:16]2[C:30](=[O:31])[N:29]([CH2:32][C:33]3[CH:34]=[CH:35][C:36]([F:39])=[CH:37][CH:38]=3)[CH2:28][C:17]=12)=[O:70])[CH3:53]. The catalyst class is: 9. (3) Reactant: [CH3:1][C:2]1[CH:3]=[CH:4][C:5](=O)[NH:6][C:7]=1[CH3:8].P(Cl)(Cl)([Cl:12])=O.P(Cl)(Cl)(Cl)(Cl)Cl.[OH-].[K+].C(=O)([O-])[O-].[K+].[K+]. Product: [Cl:12][C:5]1[N:6]=[C:7]([CH3:8])[C:2]([CH3:1])=[CH:3][CH:4]=1. The catalyst class is: 34. (4) Reactant: Cl[C:2]1[N:3]=[C:4]2[CH2:11][CH2:10][C@@H:9]([C:12]([O:14][CH2:15][CH3:16])=[O:13])[N:5]2[C:6](=[O:8])[CH:7]=1.Cl.[CH3:18][C:19]1[CH:25]=[CH:24][C:22]([NH2:23])=[C:21](B2OC(C)(C)C(C)(C)O2)[CH:20]=1.C(=O)([O-])[O-].[Na+].[Na+]. Product: [NH2:23][C:22]1[CH:24]=[CH:25][C:19]([CH3:18])=[CH:20][C:21]=1[C:2]1[N:3]=[C:4]2[CH2:11][CH2:10][C@@H:9]([C:12]([O:14][CH2:15][CH3:16])=[O:13])[N:5]2[C:6](=[O:8])[CH:7]=1. The catalyst class is: 12. (5) Reactant: C[Si](I)(C)C.[Cl:6][C:7]1[CH:12]=[C:11]([O:13]CC2C=CC=CC=2)[CH:10]=[CH:9][C:8]=1[C:21]1[CH:29]=[C:28]2[C:24]([C:25]([NH:30][C:31](=[O:35])[CH2:32][CH2:33][CH3:34])=[N:26][NH:27]2)=[CH:23][CH:22]=1. Product: [Cl:6][C:7]1[CH:12]=[C:11]([OH:13])[CH:10]=[CH:9][C:8]=1[C:21]1[CH:29]=[C:28]2[C:24]([C:25]([NH:30][C:31](=[O:35])[CH2:32][CH2:33][CH3:34])=[N:26][NH:27]2)=[CH:23][CH:22]=1. The catalyst class is: 5.